From a dataset of Reaction yield outcomes from USPTO patents with 853,638 reactions. Predict the reaction yield, written as a fraction of the theoretical maximum amount of product (1.0 means a 100% yield; for example, 0.34 means a 34% yield). (1) The reactants are [OH:1][C:2]1[CH:7]=[C:6]([CH2:8][NH:9][CH:10]=[C:11]2[C:20]3[C:15](=[CH:16][CH:17]=[C:18]([I:21])[CH:19]=3)[C:14](=[O:22])[NH:13][C:12]2=[O:23])[CH:5]=[CH:4][C:3]=1[C:24]1[CH:29]=[CH:28][CH:27]=[CH:26]C=1.IC1C=C2C(=CC=1)C(=O)[NH:36]C(=O)C2=COC.NCC1C=CC(C2C=CC=CN=2)=C(O)C=1. No catalyst specified. The product is [OH:1][C:2]1[CH:7]=[C:6]([CH:5]=[CH:4][C:3]=1[C:24]1[CH:29]=[CH:28][CH:27]=[CH:26][N:36]=1)[CH2:8][NH:9][CH:10]=[C:11]1[C:20]2[C:15](=[CH:16][CH:17]=[C:18]([I:21])[CH:19]=2)[C:14](=[O:22])[NH:13][C:12]1=[O:23]. The yield is 0.570. (2) The reactants are [S:1]1[C:5]2[CH:6]=[CH:7][CH:8]=[CH:9][C:4]=2[N:3]=[C:2]1[NH2:10].C(N(C(C)C)CC)(C)C.CNC1(NC)C=CN=CC1.[C:30]1([CH3:39])[CH:35]=[CH:34][C:33]([C:36](Cl)=[O:37])=[CH:32][CH:31]=1. The catalyst is O1CCCC1. The product is [S:1]1[C:5]2[CH:6]=[CH:7][CH:8]=[CH:9][C:4]=2[N:3]=[C:2]1[NH:10][C:36](=[O:37])[C:33]1[CH:34]=[CH:35][C:30]([CH3:39])=[CH:31][CH:32]=1. The yield is 0.950. (3) The reactants are C(NC(C)C)(C)C.C([Li])CCC.[C:13]1([CH2:19][C:20]([O:22][CH2:23][CH3:24])=[O:21])[CH:18]=[CH:17][CH:16]=[CH:15][CH:14]=1.[C:25](Cl)(=[O:32])[C:26]1[CH:31]=[CH:30][CH:29]=[CH:28][CH:27]=1.[NH4+].[Cl-]. The catalyst is O1CCCC1.C(OCC)(=O)C. The product is [CH2:23]([O:22][C:20](=[O:21])[CH:19]([C:13]1[CH:18]=[CH:17][CH:16]=[CH:15][CH:14]=1)[C:25](=[O:32])[C:26]1[CH:31]=[CH:30][CH:29]=[CH:28][CH:27]=1)[CH3:24]. The yield is 0.360. (4) The reactants are [N+:1]([C:4]1[CH:5]=[C:6]([NH2:13])[C:7](=[CH:11][CH:12]=1)[C:8]([OH:10])=O)([O-:3])=[O:2].O=S(Cl)Cl.[Cl:18][C:19]1[CH:25]=[CH:24][CH:23]=[CH:22][C:20]=1[NH2:21].C(Cl)(Cl)Cl. The catalyst is C1C=CC=CC=1. The product is [NH2:13][C:6]1[CH:5]=[C:4]([N+:1]([O-:3])=[O:2])[CH:12]=[CH:11][C:7]=1[C:8]([NH:21][C:20]1[CH:22]=[CH:23][CH:24]=[CH:25][C:19]=1[Cl:18])=[O:10]. The yield is 0.310. (5) The product is [C:53]1(/[CH:59]=[CH:60]/[C:61]2[C:69]3[O:68][CH:67]([CH2:70][NH2:71])[CH2:66][C:65]=3[CH:64]=[CH:63][CH:62]=2)[CH:58]=[CH:57][CH:56]=[CH:55][CH:54]=1. The reactants are CC1C=CC(S(OCC2CC3C=CC=C(/C=C/C4C=CC=CC=4)C=3O2)(=O)=O)=CC=1.[N-]=[N+]=[N-].[Na+].N(CC1CC2C=C(Cl)C=C(C3C=CSC=3)C=2O1)=[N+]=[N-].[C:53]1(/[CH:59]=[CH:60]/[C:61]2[C:69]3[O:68][CH:67]([CH2:70][N:71]=[N+]=[N-])[CH2:66][C:65]=3[CH:64]=[CH:63][CH:62]=2)[CH:58]=[CH:57][CH:56]=[CH:55][CH:54]=1.C1(P(C2C=CC=CC=2)C2C=CC=CC=2)C=CC=CC=1. The yield is 0.340. No catalyst specified.